Dataset: Full USPTO retrosynthesis dataset with 1.9M reactions from patents (1976-2016). Task: Predict the reactants needed to synthesize the given product. Given the product [Cl:1][C:2]1[C:3]([F:9])=[C:4]([N:5]2[CH:15]([C:14]3[CH:17]=[CH:18][C:11]([Cl:10])=[CH:12][C:13]=3[CH3:19])[C:26]([C:27](=[O:31])[CH:28]([CH3:30])[CH3:29])=[C:25]([OH:32])[C:24]2=[O:23])[CH:6]=[CH:7][CH:8]=1, predict the reactants needed to synthesize it. The reactants are: [Cl:1][C:2]1[C:3]([F:9])=[C:4]([CH:6]=[CH:7][CH:8]=1)[NH2:5].[Cl:10][C:11]1[CH:18]=[CH:17][C:14]([CH:15]=O)=[C:13]([CH3:19])[CH:12]=1.[Na].C([O:23][C:24](=O)[C:25](=[O:32])[CH2:26][C:27](=[O:31])[CH:28]([CH3:30])[CH3:29])C.